Dataset: Forward reaction prediction with 1.9M reactions from USPTO patents (1976-2016). Task: Predict the product of the given reaction. (1) Given the reactants [NH2:1][C@H:2]([C:7]([OH:9])=[O:8])[CH2:3][C:4](=O)N.N[C@H:11]([C:16](O)=O)[C@H:12]([CH2:14][CH3:15])C.[NH2:19][C@H:20]([C:23]([OH:25])=[O:24])[CH2:21][SH:22], predict the reaction product. The product is: [NH2:1][C@H:2]([C:7]([OH:9])=[O:8])[CH2:3][C:4]1[CH:15]=[CH:14][C:12]([OH:24])=[CH:11][CH:16]=1.[NH2:19][C@H:20]([C:23]([OH:25])=[O:24])[CH2:21][SH:22]. (2) Given the reactants [N:1](=[C:3]1[CH2:9][CH2:8][CH2:7][CH2:6][CH2:5][NH:4]1)[OH:2].[C:10](N1C=CN=C1)(N1C=CN=C1)=[O:11], predict the reaction product. The product is: [N:1]1[O:2][C:10](=[O:11])[N:4]2[CH2:5][CH2:6][CH2:7][CH2:8][CH2:9][C:3]=12.